Dataset: Catalyst prediction with 721,799 reactions and 888 catalyst types from USPTO. Task: Predict which catalyst facilitates the given reaction. (1) Reactant: [Br:1][C:2]1[CH:12]=[CH:11][C:5]([C:6]([O:8][CH2:9][CH3:10])=[O:7])=[C:4]([CH2:13][C:14]([CH3:16])=[CH2:15])[C:3]=1[OH:17].C(O)=O.O. Product: [Br:1][C:2]1[CH:12]=[CH:11][C:5]([C:6]([O:8][CH2:9][CH3:10])=[O:7])=[C:4]2[C:3]=1[O:17][C:14]([CH3:16])([CH3:15])[CH2:13]2. The catalyst class is: 13. (2) Reactant: [C:1]([NH:4][C:5]1[CH:6]=[C:7]([CH:11]=[C:12]([Br:14])[CH:13]=1)[C:8]([OH:10])=O)(=[O:3])[CH3:2].CN(C(ON1N=NC2C=CC=NC1=2)=[N+](C)C)C.F[P-](F)(F)(F)(F)F.Cl.[NH2:40][C:41]1[CH:46]=[CH:45][CH:44]=[CH:43][C:42]=1[CH2:47][C:48]([O:50][CH3:51])=[O:49]. Product: [C:1]([NH:4][C:5]1[CH:6]=[C:7]([CH:11]=[C:12]([Br:14])[CH:13]=1)[C:8]([NH:40][C:41]1[CH:46]=[CH:45][CH:44]=[CH:43][C:42]=1[CH2:47][C:48]([O:50][CH3:51])=[O:49])=[O:10])(=[O:3])[CH3:2]. The catalyst class is: 3. (3) Reactant: [NH:1]1[C:9]2[C:4](=[CH:5][CH:6]=[C:7]([C:10]3[CH:11]=[C:12]([NH:22][C:23]4[CH:28]=[CH:27][C:26]([N:29]5[CH2:34][CH2:33][O:32][CH2:31][CH2:30]5)=[CH:25][N:24]=4)[C:13]4[N:14]([CH:19]=[CH:20][N:21]=4)[C:15]=3[C:16](O)=[O:17])[CH:8]=2)[CH:3]=[N:2]1.C(Cl)(=O)C([Cl:38])=O. Product: [NH:1]1[C:9]2[C:4](=[CH:5][CH:6]=[C:7]([C:10]3[CH:11]=[C:12]([NH:22][C:23]4[CH:28]=[CH:27][C:26]([N:29]5[CH2:34][CH2:33][O:32][CH2:31][CH2:30]5)=[CH:25][N:24]=4)[C:13]4[N:14]([CH:19]=[CH:20][N:21]=4)[C:15]=3[C:16]([Cl:38])=[O:17])[CH:8]=2)[CH:3]=[N:2]1. The catalyst class is: 174. (4) Reactant: O[CH2:2][C:3]1[CH:8]=[CH:7][C:6]([C:9]([NH:12][C:13](=[O:15])[CH3:14])([CH3:11])[CH3:10])=[CH:5][CH:4]=1.S(Cl)([Cl:18])=O.O. Product: [Cl:18][CH2:2][C:3]1[CH:8]=[CH:7][C:6]([C:9]([NH:12][C:13](=[O:15])[CH3:14])([CH3:11])[CH3:10])=[CH:5][CH:4]=1. The catalyst class is: 22. (5) Reactant: N1CCCCC1.[CH3:7][O:8][C:9]1[C:53]([O:54][CH2:55][CH2:56][CH2:57][O:58][C:59]2[C:60]([O:86][CH3:87])=[CH:61][C:62]3[C:68](=[O:69])[N:67]4[CH:70]=[C:71](/[CH:73]=[CH:74]/[CH3:75])[CH2:72][C@H:66]4[C:65](=[O:76])[N:64]([CH2:77][O:78][CH2:79][CH2:80][Si:81]([CH3:84])([CH3:83])[CH3:82])[C:63]=3[CH:85]=2)=[CH:52][C:12]2[N:13]([CH2:44][O:45][CH2:46][CH2:47][Si:48]([CH3:51])([CH3:50])[CH3:49])[C:14](=[O:43])[C@@H:15]3[CH2:21][C:20](/[CH:22]=[CH:23]/[CH2:24][NH:25]C(=O)OCC4C5C=CC=CC=5C5C4=CC=CC=5)=[CH:19][N:16]3[C:17](=[O:18])[C:11]=2[CH:10]=1. Product: [NH2:25][CH2:24]/[CH:23]=[CH:22]/[C:20]1[CH2:21][C@H:15]2[C:14](=[O:43])[N:13]([CH2:44][O:45][CH2:46][CH2:47][Si:48]([CH3:51])([CH3:50])[CH3:49])[C:12]3[CH:52]=[C:53]([O:54][CH2:55][CH2:56][CH2:57][O:58][C:59]4[C:60]([O:86][CH3:87])=[CH:61][C:62]5[C:68](=[O:69])[N:67]6[CH:70]=[C:71](/[CH:73]=[CH:74]/[CH3:75])[CH2:72][C@H:66]6[C:65](=[O:76])[N:64]([CH2:77][O:78][CH2:79][CH2:80][Si:81]([CH3:84])([CH3:83])[CH3:82])[C:63]=5[CH:85]=4)[C:9]([O:8][CH3:7])=[CH:10][C:11]=3[C:17](=[O:18])[N:16]2[CH:19]=1. The catalyst class is: 3. (6) Reactant: [Cl:1][C:2]1[CH:7]=[CH:6][CH:5]=[C:4]([F:8])[C:3]=1[CH2:9][N:10]([CH2:13][C:14]1[CH:19]=[CH:18][C:17]([CH2:20][N:21]2[CH2:26][CH2:25][N:24]([C:27]3[C:32]([CH2:33][OH:34])=[CH:31][CH:30]=[CH:29][N:28]=3)[CH2:23][CH2:22]2)=[CH:16][CH:15]=1)[CH2:11][CH3:12].C(N(CC)CC)C.[C:42]([CH2:46][C:47](Cl)=[O:48])([CH3:45])([CH3:44])[CH3:43].CO. Product: [CH3:43][C:42]([CH3:45])([CH3:44])[CH2:46][C:47]([O:34][CH2:33][C:32]1[C:27]([N:24]2[CH2:23][CH2:22][N:21]([CH2:20][C:17]3[CH:16]=[CH:15][C:14]([CH2:13][N:10]([CH2:9][C:3]4[C:4]([F:8])=[CH:5][CH:6]=[CH:7][C:2]=4[Cl:1])[CH2:11][CH3:12])=[CH:19][CH:18]=3)[CH2:26][CH2:25]2)=[N:28][CH:29]=[CH:30][CH:31]=1)=[O:48]. The catalyst class is: 4. (7) Reactant: [CH2:1]([CH2:3][NH2:4])[OH:2].[C:5]([C:9]1[C:13]([CH:14]=O)=[CH:12][N:11]([CH2:16][C:17]([NH:19][C:20]2[S:24][C:23]3[CH2:25][CH2:26][CH2:27][CH2:28][C:22]=3[C:21]=2[C:29]([NH2:31])=[O:30])=[O:18])[N:10]=1)([CH3:8])([CH3:7])[CH3:6].C(O)(=O)C.C(O[BH-](OC(=O)C)OC(=O)C)(=O)C.[Na+]. Product: [C:5]([C:9]1[C:13]([CH2:14][NH:4][CH2:3][CH2:1][OH:2])=[CH:12][N:11]([CH2:16][C:17]([NH:19][C:20]2[S:24][C:23]3[CH2:25][CH2:26][CH2:27][CH2:28][C:22]=3[C:21]=2[C:29]([NH2:31])=[O:30])=[O:18])[N:10]=1)([CH3:8])([CH3:6])[CH3:7]. The catalyst class is: 18.